From a dataset of Reaction yield outcomes from USPTO patents with 853,638 reactions. Predict the reaction yield, written as a fraction of the theoretical maximum amount of product (1.0 means a 100% yield; for example, 0.34 means a 34% yield). (1) The reactants are Cl[C:2]1[C:7]2[C:8](=[O:22])[N:9]([CH2:11][C:12]3[CH:17]=[CH:16][C:15]([O:18][CH3:19])=[CH:14][C:13]=3[O:20][CH3:21])[CH2:10][C:6]=2[C:5]([F:23])=[C:4]([NH:24][C@@H:25]2[CH2:30][CH2:29][CH2:28][CH2:27][C@@H:26]2[NH:31][C:32](=[O:38])[O:33][C:34]([CH3:37])([CH3:36])[CH3:35])[N:3]=1.C([Sn](CCCC)(CCCC)[C:44]1[S:48][C:47]([NH:49][C:50](=[O:56])[O:51][C:52]([CH3:55])([CH3:54])[CH3:53])=[N:46][CH:45]=1)CCC. The catalyst is C1(C)C=CC=CC=1.C1C=CC([P]([Pd]([P](C2C=CC=CC=2)(C2C=CC=CC=2)C2C=CC=CC=2)([P](C2C=CC=CC=2)(C2C=CC=CC=2)C2C=CC=CC=2)[P](C2C=CC=CC=2)(C2C=CC=CC=2)C2C=CC=CC=2)(C2C=CC=CC=2)C2C=CC=CC=2)=CC=1. The yield is 0.640. The product is [C:34]([O:33][C:32]([NH:31][C@H:26]1[CH2:27][CH2:28][CH2:29][CH2:30][C@H:25]1[NH:24][C:4]1[N:3]=[C:2]([C:44]2[S:48][C:47]([NH:49][C:50](=[O:56])[O:51][C:52]([CH3:54])([CH3:53])[CH3:55])=[N:46][CH:45]=2)[C:7]2[C:8](=[O:22])[N:9]([CH2:11][C:12]3[CH:17]=[CH:16][C:15]([O:18][CH3:19])=[CH:14][C:13]=3[O:20][CH3:21])[CH2:10][C:6]=2[C:5]=1[F:23])=[O:38])([CH3:35])([CH3:36])[CH3:37]. (2) The reactants are [Cl:1][C:2]1[CH:3]=[C:4]([NH:8][C:9]2[C:18]3[C:13](=[CH:14][N:15]=[CH:16][CH:17]=3)[C:12]3=[CH:19][CH:20]=[CH:21][C:22]([C:23](OC)=[O:24])=[C:11]3[N:10]=2)[CH:5]=[CH:6][CH:7]=1.O.[NH2:28][NH2:29]. The catalyst is CN(C=O)C.CO. The product is [Cl:1][C:2]1[CH:3]=[C:4]([NH:8][C:9]2[C:18]3[C:13](=[CH:14][N:15]=[CH:16][CH:17]=3)[C:12]3=[CH:19][CH:20]=[CH:21][C:22]([C:23]([NH:28][NH2:29])=[O:24])=[C:11]3[N:10]=2)[CH:5]=[CH:6][CH:7]=1. The yield is 0.620. (3) The reactants are C1(P(C2C=CC=CC=2)CCCCP(C2C=CC=CC=2)C2C=CC=CC=2)C=CC=CC=1.C([N:34]1[CH2:39][CH2:38][CH2:37][CH2:36][C@H:35]1[C@@H:40]([NH:47][C:48]1[C:57]2[C:52](=[C:53]([O:58][CH2:59][CH2:60][NH:61][S:62]([CH3:65])(=[O:64])=[O:63])[CH:54]=[CH:55][CH:56]=2)[N:51]=[C:50]([CH3:66])[CH:49]=1)[C:41]1[CH:46]=[CH:45][CH:44]=[CH:43][CH:42]=1)C=C.SC1C=CC=CC=1C(O)=O.[OH-].[Na+].C(O)(C)C.O.[ClH:84]. The catalyst is C1COCC1. The product is [ClH:84].[ClH:84].[CH3:66][C:50]1[CH:49]=[C:48]([NH:47][C@@H:40]([C:41]2[CH:42]=[CH:43][CH:44]=[CH:45][CH:46]=2)[C@@H:35]2[CH2:36][CH2:37][CH2:38][CH2:39][NH:34]2)[C:57]2[C:52](=[C:53]([O:58][CH2:59][CH2:60][NH:61][S:62]([CH3:65])(=[O:63])=[O:64])[CH:54]=[CH:55][CH:56]=2)[N:51]=1. The yield is 0.300. (4) The reactants are [CH2:1]([O:8][C@H:9]1[C@H:14]([O:15][CH2:16][C:17]2[CH:22]=[CH:21][CH:20]=[CH:19][CH:18]=2)[C@@H:13]([O:23][CH2:24][C:25]2[CH:30]=[CH:29][CH:28]=[CH:27][CH:26]=2)[C@@:12]([C:33]2[CH:38]=[CH:37][C:36]([Cl:39])=[C:35]([CH2:40][C:41]3[CH:46]=[CH:45][C:44]([O:47][CH2:48][C:49]4[CH:54]=[CH:53][CH:52]=[CH:51][CH:50]=4)=[CH:43][CH:42]=3)[CH:34]=2)([O:31][CH3:32])[O:11][C@@H:10]1[CH:55]=[O:56])[C:2]1[CH:7]=[CH:6][CH:5]=[CH:4][CH:3]=1.[CH2:57]=[O:58].N12CCCN=C1CCCCC2. The catalyst is CN(C)C=O. The product is [CH2:1]([O:8][C@H:9]1[C@H:14]([O:15][CH2:16][C:17]2[CH:18]=[CH:19][CH:20]=[CH:21][CH:22]=2)[C@@H:13]([O:23][CH2:24][C:25]2[CH:30]=[CH:29][CH:28]=[CH:27][CH:26]=2)[C@@:12]([C:33]2[CH:38]=[CH:37][C:36]([Cl:39])=[C:35]([CH2:40][C:41]3[CH:42]=[CH:43][C:44]([O:47][CH2:48][C:49]4[CH:54]=[CH:53][CH:52]=[CH:51][CH:50]=4)=[CH:45][CH:46]=3)[CH:34]=2)([O:31][CH3:32])[O:11][C@@:10]1([CH2:57][OH:58])[CH:55]=[O:56])[C:2]1[CH:3]=[CH:4][CH:5]=[CH:6][CH:7]=1. The yield is 1.00.